The task is: Regression/Classification. Given an antibody's heavy chain and light chain sequences, predict its developability. TAP uses regression for 5 developability metrics; SAbDab uses binary classification.. This data is from Antibody developability classification from SAbDab with 2,409 antibodies. (1) The antibody is ['EVKLVESGGDLVKPGGSLKLSCAASGFTFSSYGMSWVRQTPDKRLEWVATISRGGSYTYYPDSVKGRFTISRDNAKNTLYLQMSSLKSEDTAMYYCARRETYDEKGFAYWGQGTTVTVSS', 'DIELTQSPSSLTVTAGEKVTMSCKSSQSLLNSGNQKNYLTWYQQKPGQPPKLLIYWASTRESGVPDRFTGSGSGRDFTLTISSVQAEDLAVYYCQNDNSHPLTFGAGTKLELK']. Result: 1 (developable). (2) The antibody is ['EVKLEESGGGLVQPGGSMKLSCTASGFTFSDAWMDWVRQSPEKGLEWVAEIRHKANDHAIFYDESVKGRFTISRDDSKNIVYLQMNSLRPEDTGIYYCTSPFAYWGQGTLVTVSA', 'DIVMTQSQKFMSVTVGDRVSITCKTSQSVGTTIVWYQQKPGQSPKLLIYSASNRHTGVPDRFTGSGSGTDFILTINNVQSEDLADYFCQQYTSYPFTFGSGTKLEIK']. Result: 0 (not developable). (3) The antibody is ['EVKLVESGGGLVQPGGSLRLSCATSGFTFTDYYMSWVRQPPGKALEWLGFIRNKADGYTTEYSASVKGRFTISRDNSQSILYLQMNTLRAEDSATYYCTRDPYGPAAYWGQGTLVTVSA', 'DIQMTQTTSSLSASLGDRVTISCRASQDIYNYLNWYQQKPDGTVKLLIYYTSRLHSGVPSRFSGSGSGTDYSLTISNLNQEDMATYICQQGNTLPFTFGSGTKLEIK']. Result: 1 (developable). (4) The antibody is ['QEQLVESGGRLVPPGGSLTLTCTVSGIDLSSNAISWVRQAPGKGLEYIGIIYGGSIPYYSRWAKGRFTISKTSTTVALKMSTLTASDTATYFCARGKSDGDGYAAYRLDPWGLGTLVTISS', 'ELVLTQTPSSVSAAVGGTVTINCQASQSISSRLGWYQQKPGQPPKLLIYGASTLTSGVPSRFKGSGSGTEFTLTISGVQRDDAATYYCLGSDTSTDTAFGGGTEVVVK']. Result: 0 (not developable). (5) The antibody is ['EVQLQQSGPELVQPGASVKISCKTSGYTFSEFTMHWVKQSHGKSLEWIGGINTINGGSSYKQSFKDKATLTVDKSSSTAYMELNSLTSEDSAVYYCATKGFAYWGQGTLVTVSA', 'DILLTQSPAILSVSPGERVSFSCRASQSIGTSIHWFQQRINGSPRLLIEYASESISGIPSRFSGSGSGTDFTLTINSVESEDIADYYCQQSNVWPFTFGSGTKLEIK']. Result: 1 (developable). (6) The antibody is ['EVQLQQSGPELVKPGASVKVSCKASGYSFTDYNMYWVKQNHGESLEWIAYIDPSNGDTFYNQKFQGKATVTLDKSSSTAFMHLNSLTSEDSAVYYCARGGGLFAFWGQGTLVTVSA', 'QAVVTQESALTTSPGETVTLTCRSSTGTITSDNYANWVQEKPDHLFSGLIGVNNARPPGVPARFSGSLTGDKAVLTITGAQTEDEAIYFCALWYSNHWVFGGGTKLTVL']. Result: 0 (not developable).